This data is from Catalyst prediction with 721,799 reactions and 888 catalyst types from USPTO. The task is: Predict which catalyst facilitates the given reaction. (1) Reactant: [O:1]=[C:2]1[C:11]2[C:6](=[CH:7][CH:8]=[CH:9][CH:10]=2)[CH:5]=[C:4]([C:12]([OH:14])=O)[NH:3]1.[CH3:15][N:16]1[CH2:21][CH2:20][NH:19][CH2:18][CH2:17]1.C(N(CC)CC)C.F[P-](F)(F)(F)(F)F.N1(O[P+](N(C)C)(N(C)C)N(C)C)C2C=CC=CC=2N=N1. Product: [CH3:15][N:16]1[CH2:21][CH2:20][N:19]([C:12]([C:4]2[NH:3][C:2](=[O:1])[C:11]3[C:6]([CH:5]=2)=[CH:7][CH:8]=[CH:9][CH:10]=3)=[O:14])[CH2:18][CH2:17]1. The catalyst class is: 35. (2) Product: [NH2:15][C:10]1[N:11]=[C:12]([CH3:14])[N:13]=[C:8]([C:7]2[C:2]([NH:23][C:24]3[CH:25]=[C:26]([NH:31][S:32]([N:35]([CH3:37])[CH3:36])(=[O:33])=[O:34])[C:27]([Cl:30])=[N:28][CH:29]=3)=[N:3][CH:4]=[C:5]([CH2:16][N:17]3[CH2:22][CH2:21][O:20][CH2:19][CH2:18]3)[CH:6]=2)[N:9]=1. Reactant: F[C:2]1[C:7]([C:8]2[N:13]=[C:12]([CH3:14])[N:11]=[C:10]([NH2:15])[N:9]=2)=[CH:6][C:5]([CH2:16][N:17]2[CH2:22][CH2:21][O:20][CH2:19][CH2:18]2)=[CH:4][N:3]=1.[NH2:23][C:24]1[CH:25]=[C:26]([NH:31][S:32]([N:35]([CH3:37])[CH3:36])(=[O:34])=[O:33])[C:27]([Cl:30])=[N:28][CH:29]=1.C[Si]([N-][Si](C)(C)C)(C)C.[Na+]. The catalyst class is: 3. (3) Reactant: Cl.[Br:2][C:3]1[CH:15]=[CH:14][CH:13]=[CH:12][C:4]=1[O:5][CH:6]1[CH2:11][CH2:10][NH:9][CH2:8][CH2:7]1.Br[C:17]1[S:21][C:20]([C:22]#[N:23])=[N:19][N:18]=1.C([O-])([O-])=O.[K+].[K+]. Product: [Br:2][C:3]1[CH:15]=[CH:14][CH:13]=[CH:12][C:4]=1[O:5][CH:6]1[CH2:11][CH2:10][N:9]([C:17]2[S:21][C:20]([C:22]#[N:23])=[N:19][N:18]=2)[CH2:8][CH2:7]1. The catalyst class is: 3. (4) Reactant: F[P-](F)(F)(F)(F)F.N1(OC(N(C)C)=[N+](C)C)C2N=CC=CC=2N=N1.[O:25]1[C:30]2([CH2:35][CH2:34][N:33]([CH2:36][C:37]3[CH:38]=[C:39]([CH2:44][CH2:45][OH:46])[CH:40]=[C:41]([F:43])[CH:42]=3)[CH2:32][CH2:31]2)[CH2:29][NH:28][CH2:27][CH2:26]1.[CH2:47]([C:50]1[S:51][CH:52]=[C:53]([C:55](O)=[O:56])[N:54]=1)[CH2:48][CH3:49].C(N(CC)CC)C. Product: [F:43][C:41]1[CH:42]=[C:37]([CH:38]=[C:39]([CH2:44][CH2:45][OH:46])[CH:40]=1)[CH2:36][N:33]1[CH2:34][CH2:35][C:30]2([O:25][CH2:26][CH2:27][N:28]([C:55]([C:53]3[N:54]=[C:50]([CH2:47][CH2:48][CH3:49])[S:51][CH:52]=3)=[O:56])[CH2:29]2)[CH2:31][CH2:32]1. The catalyst class is: 3. (5) Reactant: ClC(Cl)(Cl)COC(=O)[N:6]([CH:16]1[CH2:20][CH:19]([C:21]([N:23]2[CH2:28][CH2:27][N:26]([C:29]3[CH:34]=[CH:33][CH:32]=[CH:31][C:30]=3[C:35]#[N:36])[CH2:25][CH2:24]2)=[O:22])[N:18]([CH2:37][C:38]2[CH:43]=[CH:42][CH:41]=[C:40]([F:44])[C:39]=2[F:45])[CH2:17]1)[CH2:7][C:8]1[CH:13]=[CH:12][C:11]([F:14])=[CH:10][C:9]=1[F:15].C(O)(=O)C. Product: [F:45][C:39]1[C:40]([F:44])=[CH:41][CH:42]=[CH:43][C:38]=1[CH2:37][N:18]1[CH2:17][CH:16]([NH:6][CH2:7][C:8]2[CH:13]=[CH:12][C:11]([F:14])=[CH:10][C:9]=2[F:15])[CH2:20][CH:19]1[C:21]([N:23]1[CH2:28][CH2:27][N:26]([C:29]2[CH:34]=[CH:33][CH:32]=[CH:31][C:30]=2[C:35]#[N:36])[CH2:25][CH2:24]1)=[O:22]. The catalyst class is: 284. (6) Reactant: Br[CH:2]([C:4](=[O:7])[CH2:5][CH3:6])[CH3:3].[C:8]1(=[O:18])[NH:12][C:11](=[O:13])[C:10]2=[CH:14][CH:15]=[CH:16][CH:17]=[C:9]12.[K].C(OCC)(=O)C. Product: [CH3:3][CH:2]([N:12]1[C:8](=[O:18])[C:9]2[C:10](=[CH:14][CH:15]=[CH:16][CH:17]=2)[C:11]1=[O:13])[C:4](=[O:7])[CH2:5][CH3:6]. The catalyst class is: 3. (7) Reactant: [NH2:1][C:2]1[C:3]([C:12]([N:14]([CH:26]2[CH2:30][CH2:29][CH2:28][CH2:27]2)[CH2:15][C:16]([O:18][CH2:19][C:20]2[CH:25]=[CH:24][CH:23]=[CH:22][CH:21]=2)=[O:17])=[O:13])=[CH:4][C:5]2[C:10]([CH:11]=1)=[CH:9][CH:8]=[CH:7][CH:6]=2.C(N(CC)CC)C.[N:38]([C:41]1[C:46]([CH3:47])=[CH:45][CH:44]=[CH:43][C:42]=1[CH3:48])=[C:39]=[O:40]. Product: [CH:26]1([N:14]([C:12]([C:3]2[C:2]([NH:1][C:39]([NH:38][C:41]3[C:42]([CH3:48])=[CH:43][CH:44]=[CH:45][C:46]=3[CH3:47])=[O:40])=[CH:11][C:10]3[C:5](=[CH:6][CH:7]=[CH:8][CH:9]=3)[CH:4]=2)=[O:13])[CH2:15][C:16]([O:18][CH2:19][C:20]2[CH:21]=[CH:22][CH:23]=[CH:24][CH:25]=2)=[O:17])[CH2:30][CH2:29][CH2:28][CH2:27]1. The catalyst class is: 3. (8) Reactant: CN(C)CCOC1C=[CH:10][C:9]([NH:12][C:13]2[CH:21]=[CH:20][CH:19]=[C:18]3[C:14]=2[C:15](=[O:31])[N:16]([CH:23]2[CH2:28][CH2:27][C:26](=[O:29])[NH:25][C:24]2=[O:30])[C:17]3=[O:22])=[C:8](OC)[CH:7]=1.[ClH:35].[OH2:36].C[CH2:38][O:39][CH2:40][CH3:41]. Product: [ClH:35].[CH3:17][N:16]([CH3:23])[CH2:15][CH2:14][O:36][C:10]1[CH:41]=[C:40]([O:39][CH3:38])[CH:7]=[CH:8][C:9]=1[NH:12][C:13]1[CH:21]=[CH:20][CH:19]=[C:18]2[C:14]=1[C:15](=[O:31])[N:16]([CH:23]1[CH2:28][CH2:27][C:26](=[O:29])[NH:25][C:24]1=[O:30])[C:17]2=[O:22]. The catalyst class is: 2. (9) The catalyst class is: 5. Reactant: [Cl:1][C:2]1[C:3]([CH2:13][C:14](Cl)(Cl)Cl)=[C:4]2[C:9](=[CH:10][CH:11]=1)[N:8]=[CH:7][C:6]([CH3:12])=[CH:5]2.C[O-:19].[Na+].OS(O)(=O)=O.[C:26]([O-])(O)=[O:27].[Na+]. Product: [CH3:26][O:27][C:14](=[O:19])[CH2:13][C:3]1[C:2]([Cl:1])=[CH:11][CH:10]=[C:9]2[C:4]=1[CH:5]=[C:6]([CH3:12])[CH:7]=[N:8]2. (10) Product: [CH3:4][O:5][C:6](=[O:20])[C:7]1[CH:12]=[CH:11][CH:10]=[C:9]([N+:13]([O-:15])=[O:14])[C:8]=1[NH2:16]. The catalyst class is: 5. Reactant: C[O-].[Na+].[CH3:4][O:5][C:6](=[O:20])[C:7]1[CH:12]=[CH:11][CH:10]=[C:9]([N+:13]([O-:15])=[O:14])[C:8]=1[NH:16]C(=O)C.Cl.